From a dataset of Forward reaction prediction with 1.9M reactions from USPTO patents (1976-2016). Predict the product of the given reaction. (1) Given the reactants [N+:1]([C:4]1[CH:8]=[C:7]([CH2:9][OH:10])[NH:6][N:5]=1)([O-:3])=[O:2].C(=O)([O-])[O-].[Cs+].[Cs+].[Br:17][CH:18](Br)[CH3:19].OP([O-])(O)=O.[K+], predict the reaction product. The product is: [Br:17][CH2:18][CH2:19][N:6]1[C:7]([CH2:9][OH:10])=[CH:8][C:4]([N+:1]([O-:3])=[O:2])=[N:5]1. (2) Given the reactants C(NC(C)C)(C)C.[Cl-].[Li+].C([Li])CCC.[F:15][C:16]1[CH:21]=[CH:20][CH:19]=[CH:18][N:17]=1.[CH:22]1([CH:25]=[O:26])[CH2:24][CH2:23]1, predict the reaction product. The product is: [CH:22]1([CH:25]([C:21]2[C:16]([F:15])=[N:17][CH:18]=[CH:19][CH:20]=2)[OH:26])[CH2:24][CH2:23]1.